From a dataset of Catalyst prediction with 721,799 reactions and 888 catalyst types from USPTO. Predict which catalyst facilitates the given reaction. (1) Reactant: [Br:1][C:2]1[C:3]([OH:10])=[C:4]([CH:7]=[CH:8][CH:9]=1)[CH:5]=O.[H+].[B-](F)(F)(F)F.[CH3:17]COCC.[N+](=C[C:25]([O:27][CH2:28][CH3:29])=[O:26])=[N-].N#N. Product: [Br:1][C:2]1[C:3]2[O:10][CH:17]=[C:5]([C:25]([O:27][CH2:28][CH3:29])=[O:26])[C:4]=2[CH:7]=[CH:8][CH:9]=1. The catalyst class is: 91. (2) Reactant: [CH2:1]([C:3]1(CCC)[C:7]2[C:8]([CH3:23])=[CH:9][C:10]([CH3:22])=[C:11]([CH2:12][C:13]3[CH:18]=[CH:17][C:16]([CH:19]([CH3:21])[CH3:20])=[CH:15][CH:14]=3)[C:6]=2[O:5][CH2:4]1)[CH3:2].C([SiH](CC)CC)C.O. Product: [CH2:1]([CH:3]1[C:7]2[C:8]([CH3:23])=[CH:9][C:10]([CH3:22])=[C:11]([CH2:12][C:13]3[CH:14]=[CH:15][C:16]([CH:19]([CH3:20])[CH3:21])=[CH:17][CH:18]=3)[C:6]=2[O:5][CH2:4]1)[CH3:2]. The catalyst class is: 55. (3) Reactant: [CH2:1]([O:3][C:4]([C:6]1[C:7]([CH3:39])=[C:8]2[C:13]([NH:14][C:15]3[CH:20]=[CH:19][C:18]([O:21][C:22]4[CH:27]=[CH:26][CH:25]=[CH:24][CH:23]=4)=[C:17]([CH2:28][O:29]C4CCCCO4)[CH:16]=3)=[C:12]([C:36]#[N:37])[CH:11]=[N:10][N:9]2[CH:38]=1)=[O:5])[CH3:2].C(O)(C(F)(F)F)=O. Product: [CH2:1]([O:3][C:4]([C:6]1[C:7]([CH3:39])=[C:8]2[C:13]([NH:14][C:15]3[CH:20]=[CH:19][C:18]([O:21][C:22]4[CH:27]=[CH:26][CH:25]=[CH:24][CH:23]=4)=[C:17]([CH2:28][OH:29])[CH:16]=3)=[C:12]([C:36]#[N:37])[CH:11]=[N:10][N:9]2[CH:38]=1)=[O:5])[CH3:2]. The catalyst class is: 2. (4) Reactant: Cl[C:2]1[N:7]=[C:6]2[N:8](C3CCCCO3)[N:9]=[CH:10][C:5]2=[C:4]([NH:17][C:18]2[N:19]=[CH:20][N:21]([CH3:23])[CH:22]=2)[N:3]=1.Cl.[F:25][C:26]1[CH:27]=[N:28][C:29]([C@@H:32]([NH2:34])[CH3:33])=[N:30][CH:31]=1.C(N(CC)CC)C. Product: [F:25][C:26]1[CH:27]=[N:28][C:29]([C@@H:32]([NH:34][C:2]2[N:7]=[C:6]3[NH:8][N:9]=[CH:10][C:5]3=[C:4]([NH:17][C:18]3[N:19]=[CH:20][N:21]([CH3:23])[CH:22]=3)[N:3]=2)[CH3:33])=[N:30][CH:31]=1. The catalyst class is: 51.